Dataset: Peptide-MHC class I binding affinity with 185,985 pairs from IEDB/IMGT. Task: Regression. Given a peptide amino acid sequence and an MHC pseudo amino acid sequence, predict their binding affinity value. This is MHC class I binding data. (1) The peptide sequence is SYIPSAEKI. The MHC is H-2-Kd with pseudo-sequence H-2-Kd. The binding affinity (normalized) is 0.796. (2) The peptide sequence is WIDGNQTNI. The MHC is Mamu-A70103 with pseudo-sequence Mamu-A70103. The binding affinity (normalized) is 0.124.